The task is: Regression/Classification. Given a drug SMILES string, predict its absorption, distribution, metabolism, or excretion properties. Task type varies by dataset: regression for continuous measurements (e.g., permeability, clearance, half-life) or binary classification for categorical outcomes (e.g., BBB penetration, CYP inhibition). Dataset: cyp2c9_veith.. This data is from CYP2C9 inhibition data for predicting drug metabolism from PubChem BioAssay. The compound is O=C(O)c1c[nH]c(=S)n1-c1ccc(F)cc1. The result is 0 (non-inhibitor).